Dataset: Forward reaction prediction with 1.9M reactions from USPTO patents (1976-2016). Task: Predict the product of the given reaction. Given the reactants [NH2:1][C:2]1[N:10]=[CH:9][C:8]([Br:11])=[CH:7][C:3]=1[C:4](O)=O.[N:12]1[CH:17]=[CH:16][CH:15]=[C:14]([NH2:18])[C:13]=1[NH2:19].[OH-].[Na+], predict the reaction product. The product is: [Br:11][C:8]1[CH:7]=[C:3]([C:4]2[NH:18][C:14]3[C:13]([N:19]=2)=[N:12][CH:17]=[CH:16][CH:15]=3)[C:2]([NH2:1])=[N:10][CH:9]=1.